From a dataset of Blood-brain barrier permeability classification from the B3DB database. Regression/Classification. Given a drug SMILES string, predict its absorption, distribution, metabolism, or excretion properties. Task type varies by dataset: regression for continuous measurements (e.g., permeability, clearance, half-life) or binary classification for categorical outcomes (e.g., BBB penetration, CYP inhibition). Dataset: b3db_classification. (1) The compound is O=C(NCCN1CCC(n2c(=O)[nH]c3cc(Cl)ccc32)CC1)c1ccc(F)cc1. The result is 1 (penetrates BBB). (2) The result is 0 (does not penetrate BBB). The drug is Cc1c(N(C)CS(=O)(=O)O)c(=O)n(-c2ccccc2)n1C. (3) The molecule is C=CC1([C@H](C)CCC)C(=O)NC(=O)NC1=O. The result is 1 (penetrates BBB).